Dataset: Forward reaction prediction with 1.9M reactions from USPTO patents (1976-2016). Task: Predict the product of the given reaction. (1) Given the reactants [CH:1]([N:14]1[CH2:19][CH2:18][N:17]([CH2:20][CH2:21][NH2:22])[CH2:16][CH2:15]1)([C:8]1[CH:13]=[CH:12][CH:11]=[CH:10][CH:9]=1)[C:2]1[CH:7]=[CH:6][CH:5]=[CH:4][CH:3]=1.[CH:23](=O)[C:24]1[CH:29]=[CH:28][CH:27]=[CH:26][CH:25]=1, predict the reaction product. The product is: [CH:1]([N:14]1[CH2:15][CH2:16][N:17]([CH2:20][CH2:21][NH:22][CH2:23][C:24]2[CH:29]=[CH:28][CH:27]=[CH:26][CH:25]=2)[CH2:18][CH2:19]1)([C:2]1[CH:7]=[CH:6][CH:5]=[CH:4][CH:3]=1)[C:8]1[CH:13]=[CH:12][CH:11]=[CH:10][CH:9]=1. (2) Given the reactants [F:1][C:2]1[CH:7]=[CH:6][C:5]([C:8](=[NH:20])[NH:9][C:10]2[CH:15]=[CH:14][C:13]([S:16]([CH3:19])(=[O:18])=[O:17])=[CH:12][CH:11]=2)=[CH:4][CH:3]=1.C(=O)(O)[O-].[Na+].Br[CH2:27][C:28](=[O:33])[C:29]([F:32])([F:31])[F:30], predict the reaction product. The product is: [F:1][C:2]1[CH:3]=[CH:4][C:5]([C:8]2[N:9]([C:10]3[CH:15]=[CH:14][C:13]([S:16]([CH3:19])(=[O:17])=[O:18])=[CH:12][CH:11]=3)[CH2:27][C:28]([OH:33])([C:29]([F:32])([F:31])[F:30])[N:20]=2)=[CH:6][CH:7]=1. (3) Given the reactants [Cl:1][C:2]1[CH:7]=[CH:6][C:5]([C:8]2[CH:13]=[CH:12][N:11]([CH2:14][CH2:15][C@@:16]([CH3:31])([S:27]([CH3:30])(=[O:29])=[O:28])[C:17]([NH:19][O:20]C3CCCCO3)=[O:18])[C:10](=[O:32])[CH:9]=2)=[C:4]([F:33])[CH:3]=1.Cl, predict the reaction product. The product is: [Cl:1][C:2]1[CH:7]=[CH:6][C:5]([C:8]2[CH:13]=[CH:12][N:11]([CH2:14][CH2:15][C@@:16]([CH3:31])([S:27]([CH3:30])(=[O:28])=[O:29])[C:17]([NH:19][OH:20])=[O:18])[C:10](=[O:32])[CH:9]=2)=[C:4]([F:33])[CH:3]=1. (4) The product is: [O:12]=[C:3]1[CH:4]([C:7]([OH:9])=[O:8])[CH2:5][CH2:6][NH:2]1. Given the reactants C[N:2]1[CH2:6][CH2:5][CH:4]([C:7]([O:9]CC)=[O:8])[C:3]1=[O:12].[Si](O[K])(C)(C)C.Cl, predict the reaction product. (5) Given the reactants Cl[C:2]1[CH:3]=[C:4]([N:17]2[CH2:22][CH2:21][O:20][CH2:19][CH2:18]2)[C:5]2[N:6]([CH:8]=[C:9]([C:11]3[CH:16]=[CH:15][N:14]=[CH:13][CH:12]=3)[N:10]=2)[N:7]=1.C(=O)([O-])[O-].[K+].[K+].O.[NH2:30][NH2:31], predict the reaction product. The product is: [N:17]1([C:4]2[C:5]3[N:6]([CH:8]=[C:9]([C:11]4[CH:16]=[CH:15][N:14]=[CH:13][CH:12]=4)[N:10]=3)[N:7]=[C:2]([NH:30][NH2:31])[CH:3]=2)[CH2:22][CH2:21][O:20][CH2:19][CH2:18]1. (6) The product is: [CH3:30][C@H:26]1[CH2:27][CH2:28][CH2:29][N:25]1[C:22]1[N:20]2[CH:21]=[C:16]([O:12][C@H:5]3[C:6]4[C:11](=[CH:10][CH:9]=[CH:8][CH:7]=4)[C@@H:2]([NH2:1])[CH2:3][CH2:4]3)[CH:17]=[CH:18][C:19]2=[N:24][N:23]=1. Given the reactants [NH2:1][C@@H:2]1[C:11]2[C:6](=[CH:7][CH:8]=[CH:9][CH:10]=2)[C@H:5]([OH:12])[CH2:4][CH2:3]1.[H-].[Na+].F[C:16]1[CH:17]=[CH:18][C:19]2[N:20]([C:22]([N:25]3[CH2:29][CH2:28][CH2:27][C@@H:26]3[CH3:30])=[N:23][N:24]=2)[CH:21]=1, predict the reaction product.